Dataset: Experimentally validated miRNA-target interactions with 360,000+ pairs, plus equal number of negative samples. Task: Binary Classification. Given a miRNA mature sequence and a target amino acid sequence, predict their likelihood of interaction. The miRNA is hsa-miR-5699-3p with sequence UCCUGUCUUUCCUUGUUGGAGC. The protein sequence of the target gene is MELSCSEAPLYGQMMIYAKFDKNVYLPEDAEFYFTYDGSHQRHVMIAERIEDNVLQSSVPGHGLQETVTVSVCLCSEGYSPVTMGSGSVTYVDNMACRLARLLVTQANRLTACSHQTLLTPFALTAGALPALDEELVLALTHLELPLEWTVLGSSSLEVSSHRESLLHLAMRWGLAKLSQFFLCLPGGVQALALPNEEGATPLDLALREGHSKLVEDVTNFQGRWSPSFSRVQLSEEASLHYIHSSETLTLTLNHTAEHLLEADIKLFRKYFWDRAFLVKAFEPEARPEERTAMPSSGAE.... Result: 0 (no interaction).